Predict the reaction yield, written as a fraction of the theoretical maximum amount of product (1.0 means a 100% yield; for example, 0.34 means a 34% yield). From a dataset of Reaction yield outcomes from USPTO patents with 853,638 reactions. (1) The reactants are [F:1][C:2]([F:18])([C:12]1[CH:17]=[CH:16][CH:15]=[CH:14][CH:13]=1)[C:3](=[O:11])[CH2:4]P(=O)(OC)OC.O.[OH-].[Li+].[C:22]([O:25][C@@H:26]1[C@H:30]([CH2:31][CH2:32][CH2:33][CH2:34][CH2:35][CH2:36][C:37]([O:39][CH3:40])=[O:38])[C@@H:29]([CH:41]=O)[C@H:28]([O:43][CH:44]2[CH2:49][CH2:48][CH2:47][CH2:46][O:45]2)[CH2:27]1)(=[O:24])[CH3:23]. The catalyst is COC(C)(C)C.O. The product is [C:22]([O:25][C@@H:26]1[C@H:30]([CH2:31][CH2:32][CH2:33][CH2:34][CH2:35][CH2:36][C:37]([O:39][CH3:40])=[O:38])[C@@H:29](/[CH:41]=[CH:4]/[C:3](=[O:11])[C:2]([F:1])([F:18])[C:12]2[CH:13]=[CH:14][CH:15]=[CH:16][CH:17]=2)[C@H:28]([O:43][CH:44]2[CH2:49][CH2:48][CH2:47][CH2:46][O:45]2)[CH2:27]1)(=[O:24])[CH3:23]. The yield is 0.744. (2) The reactants are [F:1][C:2]1[N:14]=[CH:13][CH:12]=[C:11]([F:15])[C:3]=1[C:4]([O:6][C:7]([CH3:10])([CH3:9])[CH3:8])=[O:5].[Li+].CC([N-]C(C)C)C.CCCCCCC.[Br:31]C(Br)(Cl)C(Cl)(Cl)Cl. The catalyst is C1COCC1. The product is [Br:31][C:12]1[CH:13]=[N:14][C:2]([F:1])=[C:3]([C:11]=1[F:15])[C:4]([O:6][C:7]([CH3:10])([CH3:9])[CH3:8])=[O:5]. The yield is 0.420. (3) The reactants are C(OC([NH:8][CH:9]1[C:18]2[C:13](=[CH:14][CH:15]=[C:16]([NH:19][C:20]([C:22]3[C:31](=[O:32])[C:30]4[C:25](=[CH:26][CH:27]=[CH:28][CH:29]=4)[NH:24][CH:23]=3)=[O:21])[CH:17]=2)[CH2:12][CH2:11][CH2:10]1)=O)(C)(C)C.C(O)(C(F)(F)F)=O. The catalyst is ClCCl. The product is [NH2:8][CH:9]1[C:18]2[C:13](=[CH:14][CH:15]=[C:16]([NH:19][C:20]([C:22]3[C:31](=[O:32])[C:30]4[C:25](=[CH:26][CH:27]=[CH:28][CH:29]=4)[NH:24][CH:23]=3)=[O:21])[CH:17]=2)[CH2:12][CH2:11][CH2:10]1. The yield is 0.930. (4) The yield is 1.00. The product is [Cl:1][C:2]1[N:3]=[C:4]([N:12]2[CH2:17][CH2:16][O:15][CH2:14][CH2:13]2)[C:5]2[S:10][CH:9]=[CH:8][C:6]=2[N:7]=1. The reactants are [Cl:1][C:2]1[N:3]=[C:4](Cl)[C:5]2[S:10][CH:9]=[CH:8][C:6]=2[N:7]=1.[NH:12]1[CH2:17][CH2:16][O:15][CH2:14][CH2:13]1. The catalyst is CO. (5) The reactants are [NH2:1][C:2]1[CH:3]=[C:4]([N:9]2[CH2:14][CH2:13][N:12]([C:15]([C:17]3[CH:22]=[CH:21][CH:20]=[CH:19][CH:18]=3)=[O:16])[CH2:11][CH2:10]2)[CH:5]=[CH:6][C:7]=1[NH2:8].[C:23](O)(=O)[CH3:24].C(=O)C=O. The catalyst is C(#N)C. The product is [C:17]1([C:15]([N:12]2[CH2:11][CH2:10][N:9]([C:4]3[CH:3]=[C:2]4[C:7](=[CH:6][CH:5]=3)[N:8]=[CH:24][CH:23]=[N:1]4)[CH2:14][CH2:13]2)=[O:16])[CH:18]=[CH:19][CH:20]=[CH:21][CH:22]=1. The yield is 0.280. (6) The reactants are [C:1]([O:5][C@@H:6]([C:12]1[C:13]([CH3:43])=[N:14][C:15]([CH3:42])=[C:16]([C:26]2[CH:31]=[CH:30][C:29]([O:32][CH2:33][CH2:34][C:35]3[CH:40]=[CH:39][C:38]([F:41])=[CH:37][CH:36]=3)=[CH:28][CH:27]=2)[C:17]=1[N:18]1[CH2:23][CH2:22][C:21]([CH3:25])([CH3:24])[CH2:20][CH2:19]1)[C:7]([O:9]CC)=[O:8])([CH3:4])([CH3:3])[CH3:2].[Li+].[OH-]. The catalyst is CCO.O. The product is [C:1]([O:5][C@@H:6]([C:12]1[C:13]([CH3:43])=[N:14][C:15]([CH3:42])=[C:16]([C:26]2[CH:27]=[CH:28][C:29]([O:32][CH2:33][CH2:34][C:35]3[CH:40]=[CH:39][C:38]([F:41])=[CH:37][CH:36]=3)=[CH:30][CH:31]=2)[C:17]=1[N:18]1[CH2:23][CH2:22][C:21]([CH3:25])([CH3:24])[CH2:20][CH2:19]1)[C:7]([OH:9])=[O:8])([CH3:4])([CH3:2])[CH3:3]. The yield is 0.940.